This data is from Full USPTO retrosynthesis dataset with 1.9M reactions from patents (1976-2016). The task is: Predict the reactants needed to synthesize the given product. (1) Given the product [CH3:7][CH:8]([CH3:9])[CH2:36][O:37][C:21](=[O:28])[NH:20][CH2:18][CH2:7][C:8]1[CH:13]=[CH:12][CH:11]=[C:10]([C:14]2[N:19]=[C:18]3[N:20]([CH3:29])[C:21](=[O:28])[N:22]([CH2:23][C:24]([CH3:27])([CH3:26])[CH3:25])[C:17]3=[CH:16][CH:15]=2)[CH:9]=1, predict the reactants needed to synthesize it. The reactants are: CC(C)COC(=O)N[CH2:7][C:8]1[CH:13]=[CH:12][CH:11]=[C:10]([C:14]2[N:19]=[C:18]3[N:20]([CH3:29])[C:21](=[O:28])[N:22]([CH2:23][C:24]([CH3:27])([CH3:26])[CH3:25])[C:17]3=[CH:16][CH:15]=2)[CH:9]=1.[H-].[Na+].CI.[CH3:36][OH:37]. (2) Given the product [CH3:1][O:2][C:3]1[CH:4]=[C:5]([CH:6]=[CH:7][C:8]=1[O:9][CH3:10])[O:11][CH:13]1[CH2:14][CH2:15][CH2:16][CH2:17][O:12]1, predict the reactants needed to synthesize it. The reactants are: [CH3:1][O:2][C:3]1[CH:4]=[C:5]([OH:11])[CH:6]=[CH:7][C:8]=1[O:9][CH3:10].[O:12]1[CH:17]=[CH:16][CH2:15][CH2:14][CH2:13]1. (3) Given the product [F:18][C:19]([F:32])([F:31])[S:20]([O:1][C@@H:2]([CH2:10][CH3:11])[C:3]([O:5][CH2:6][CH2:7][CH2:8][CH3:9])=[O:4])(=[O:22])=[O:21], predict the reactants needed to synthesize it. The reactants are: [OH:1][C@@H:2]([CH2:10][CH3:11])[C:3]([O:5][CH2:6][CH2:7][CH2:8][CH3:9])=[O:4].N1C=CC=CC=1.[F:18][C:19]([F:32])([F:31])[S:20](O[S:20]([C:19]([F:32])([F:31])[F:18])(=[O:22])=[O:21])(=[O:22])=[O:21].